This data is from Full USPTO retrosynthesis dataset with 1.9M reactions from patents (1976-2016). The task is: Predict the reactants needed to synthesize the given product. Given the product [O:1]=[C:2]1[CH2:6][S:5][C:4](=[S:7])[N:3]1[CH2:8][CH2:9][C:10]([NH:13][CH2:14][C:15]([O:17][CH2:18][CH3:19])=[O:16])=[O:12], predict the reactants needed to synthesize it. The reactants are: [O:1]=[C:2]1[CH2:6][S:5][C:4](=[S:7])[N:3]1[CH2:8][CH2:9][C:10]([OH:12])=O.[NH2:13][CH2:14][C:15]([O:17][CH2:18][CH3:19])=[O:16].Cl.C(Cl)CCl.C(N(CC)CC)C.